The task is: Predict the product of the given reaction.. This data is from Forward reaction prediction with 1.9M reactions from USPTO patents (1976-2016). (1) Given the reactants Cl[CH2:2][C:3]([N:5]1[CH2:10][CH:9]([CH3:11])[N:8]([CH2:12][C:13]2[CH:18]=[CH:17][C:16]([F:19])=[CH:15][CH:14]=2)[CH2:7][CH:6]1[CH3:20])=[O:4].[Cl:21][C:22]1[CH:29]=[C:26]([CH:27]=[O:28])[C:25]([OH:30])=[CH:24][CH:23]=1.C(=O)([O-])[O-].[K+].[K+].[I-].[K+], predict the reaction product. The product is: [Cl:21][C:22]1[CH:23]=[CH:24][C:25]([O:30][CH2:2][C:3]([N:5]2[CH2:10][C@H:9]([CH3:11])[N:8]([CH2:12][C:13]3[CH:18]=[CH:17][C:16]([F:19])=[CH:15][CH:14]=3)[CH2:7][C@H:6]2[CH3:20])=[O:4])=[C:26]([CH:29]=1)[CH:27]=[O:28]. (2) Given the reactants [CH:1]1([CH2:4][N:5]([C@@H:13]2[CH2:15][C@H:14]2[C:16]2[CH:21]=[CH:20][CH:19]=[C:18]([C:22](=[O:30])[NH:23][C:24]3[S:25][C:26]([CH3:29])=[N:27][N:28]=3)[CH:17]=2)C(=O)OC(C)(C)C)[CH2:3][CH2:2]1.[ClH:31].CO, predict the reaction product. The product is: [ClH:31].[CH:1]1([CH2:4][NH:5][C@@H:13]2[CH2:15][C@H:14]2[C:16]2[CH:17]=[C:18]([CH:19]=[CH:20][CH:21]=2)[C:22]([NH:23][C:24]2[S:25][C:26]([CH3:29])=[N:27][N:28]=2)=[O:30])[CH2:3][CH2:2]1. (3) Given the reactants C(OC(=O)[NH:7][C:8]1([C:12]2[CH:17]=[CH:16][C:15]([C:18]3[C:31]([C:32]4[CH:37]=[CH:36][CH:35]=[CH:34][CH:33]=4)=[C:30]([NH:38][CH3:39])[N:21]4[N:22]=[C:23]5[C:28]([CH:27]=[C:26]([F:29])[CH:25]=[CH:24]5)=[C:20]4[N:19]=3)=[CH:14][CH:13]=2)[CH2:11][CH2:10][CH2:9]1)(C)(C)C.Cl, predict the reaction product. The product is: [NH2:7][C:8]1([C:12]2[CH:13]=[CH:14][C:15]([C:18]3[C:31]([C:32]4[CH:33]=[CH:34][CH:35]=[CH:36][CH:37]=4)=[C:30]([NH:38][CH3:39])[N:21]4[N:22]=[C:23]5[C:28]([CH:27]=[C:26]([F:29])[CH:25]=[CH:24]5)=[C:20]4[N:19]=3)=[CH:16][CH:17]=2)[CH2:9][CH2:10][CH2:11]1. (4) Given the reactants [CH3:1][O:2][C:3]1[N:8]=[C:7]([NH:9][C:10]2[CH:11]=[N:12][C:13]([O:16][CH3:17])=[CH:14][CH:15]=2)[C:6]([C:18]2[N:23]=[C:22]([CH3:24])[N:21]=[C:20](SC)[N:19]=2)=[CH:5][N:4]=1.[NH3:27], predict the reaction product. The product is: [CH3:1][O:2][C:3]1[N:8]=[C:7]([NH:9][C:10]2[CH:11]=[N:12][C:13]([O:16][CH3:17])=[CH:14][CH:15]=2)[C:6]([C:18]2[N:23]=[C:22]([CH3:24])[N:21]=[C:20]([NH2:27])[N:19]=2)=[CH:5][N:4]=1. (5) Given the reactants [F:1][C:2]([F:11])([F:10])[C:3]1[CH:4]=[C:5]([SH:9])[CH:6]=[CH:7][CH:8]=1.[CH3:12][C:13]1([CH3:19])[CH2:17][CH2:16][O:15][C:14]1=[O:18].C(=O)([O-])[O-].[K+].[K+], predict the reaction product. The product is: [CH3:12][C:13]([CH3:19])([CH2:17][CH2:16][S:9][C:5]1[CH:6]=[CH:7][CH:8]=[C:3]([C:2]([F:1])([F:10])[F:11])[CH:4]=1)[C:14]([OH:18])=[O:15]. (6) Given the reactants [Br:1][C:2]1[C:7]2[CH2:8][CH:9]([CH3:13])[S:10](=[O:12])(=[O:11])[C:6]=2[C:5]([C:14]([NH:16][C:17]2[C:18]([NH:27][CH3:28])=[N:19][CH:20]=[C:21]([C:23]([F:26])([F:25])[F:24])[CH:22]=2)=O)=[CH:4][CH:3]=1.C1(C)C=CC(S(O)(=O)=O)=CC=1.O, predict the reaction product. The product is: [Br:1][C:2]1[C:7]2[CH2:8][CH:9]([CH3:13])[S:10](=[O:12])(=[O:11])[C:6]=2[C:5]([C:14]2[N:27]([CH3:28])[C:18]3=[N:19][CH:20]=[C:21]([C:23]([F:26])([F:25])[F:24])[CH:22]=[C:17]3[N:16]=2)=[CH:4][CH:3]=1. (7) The product is: [Br:1][C:2]1[CH:8]=[CH:7][C:5]([NH:6][C:11]2[S:12][C:13]3[CH:19]=[CH:18][CH:17]=[CH:16][C:14]=3[N:15]=2)=[C:4]([F:9])[CH:3]=1. Given the reactants [Br:1][C:2]1[CH:8]=[CH:7][C:5]([NH2:6])=[C:4]([F:9])[CH:3]=1.Cl[C:11]1[S:12][C:13]2[CH:19]=[CH:18][CH:17]=[CH:16][C:14]=2[N:15]=1, predict the reaction product.